This data is from Reaction yield outcomes from USPTO patents with 853,638 reactions. The task is: Predict the reaction yield, written as a fraction of the theoretical maximum amount of product (1.0 means a 100% yield; for example, 0.34 means a 34% yield). The reactants are [CH2:1]([O:8][CH2:9][C:10]1[NH:15][C:14](=[O:16])[C:13]2=[CH:17][N:18]=[C:19](I)[N:12]2[N:11]=1)[C:2]1[CH:7]=[CH:6][CH:5]=[CH:4][CH:3]=1.C([O-])([O-])=O.[Cs+].[Cs+].CC1(C)C(C)(C)OB([C:35]2[CH2:36][CH2:37][O:38][CH2:39][CH:40]=2)O1. The catalyst is O1CCOCC1.O.C1C=CC([P]([Pd]([P](C2C=CC=CC=2)(C2C=CC=CC=2)C2C=CC=CC=2)([P](C2C=CC=CC=2)(C2C=CC=CC=2)C2C=CC=CC=2)[P](C2C=CC=CC=2)(C2C=CC=CC=2)C2C=CC=CC=2)(C2C=CC=CC=2)C2C=CC=CC=2)=CC=1. The product is [CH2:1]([O:8][CH2:9][C:10]1[NH:15][C:14](=[O:16])[C:13]2=[CH:17][N:18]=[C:19]([C:35]3[CH2:40][CH2:39][O:38][CH2:37][CH:36]=3)[N:12]2[N:11]=1)[C:2]1[CH:7]=[CH:6][CH:5]=[CH:4][CH:3]=1. The yield is 0.760.